This data is from Experimentally validated miRNA-target interactions with 360,000+ pairs, plus equal number of negative samples. The task is: Binary Classification. Given a miRNA mature sequence and a target amino acid sequence, predict their likelihood of interaction. (1) Result: 0 (no interaction). The protein sequence of the target gene is MEFPEHGGRLLGRLRQQRELGFLCDCTVLVGDARFPAHRAVLAACSVYFHLFYRDRPAGSRDTVRLNGDIVTAPAFGRLLDFMYEGRLDLRSLPVEDVLAAASYLHMYDIVKVCKGRLQEKDRSLDPGNPAPGAEPAQPPCPWPVWTADLCPAARKAKLPPFGVKAALPPRASGPPPCQVPEESDQALDLSLKSGPRQERVHPPCVLQTPLCSQRQPGAQPLVKDERDSLSEQEESSSSRSPHSPPKPPPVPAAKGLVVGLQPLPLSGEGSRELELGAGRLASEDELGPGGPLCICPLCS.... The miRNA is hsa-miR-4487 with sequence AGAGCUGGCUGAAGGGCAG. (2) The miRNA is hsa-miR-127-3p with sequence UCGGAUCCGUCUGAGCUUGGCU. The protein sequence of the target gene is MDLNRIIQALKGTIDPKLRIAAENELNQSYKIINFAPSLLRIIVSDHVEFPVRQAAAIYLKNMVTQYWPDREPPPGEAIFPFNIHENDRQQIRDNIVEGIIRSPDLVRVQLTMCLRAIIKHDFPGHWPGVVDKIDYYLQSQSSASWLGSLLCLYQLVKTYEYKKAEEREPLIIAMQIFLPRIQQQIVQLLPDSSYYSVLLQKQILKIFYALVQYALPLQLVNNQTMTTWMEIFRTIIDRTVPPETLHIDEDDRPELVWWKCKKWALHIVARLFERYGSPGNVTKEYFEFSEFFLKTYAVG.... Result: 0 (no interaction). (3) The miRNA is bta-miR-15a with sequence UAGCAGCACAUAAUGGUUUGU. The protein sequence of the target gene is MTLKWTSVLLLIHLSCYFSSGSCGKVLVWAAEYSHWMNMKTILKELVQRGHEVTVLASSASILFDPNDASTLKFEVYPTSLTKTEFENIIMQQVKRWSDIRKDSFWLYFSQEQEILWELYDIFRNFCKDVVSNKKVMKKLQESRFDIVFADAVFPCGELLAALLNIRFVYSLRFTPGYTIERHSGGLIFPPSYIPIVMSKLSDQMTFMERVKNMIYVLYFDFWFQMSDMKKWDQFYSEVLGRPTTLFETMGKADIWLMRNSWSFQFPHPFLPNVDFVGGFHCKPAKPLPKEMEEFVQSSG.... Result: 0 (no interaction).